Predict the reactants needed to synthesize the given product. From a dataset of Full USPTO retrosynthesis dataset with 1.9M reactions from patents (1976-2016). (1) Given the product [CH3:8][O:9][C:10]1[CH:22]=[CH:21][C:13]([O:14][C:15]2[CH:20]=[CH:19][C:18]([C:4](=[O:5])[CH2:3][CH2:2][C:1]([OH:6])=[O:7])=[CH:17][CH:16]=2)=[CH:12][CH:11]=1, predict the reactants needed to synthesize it. The reactants are: [C:1]1(=[O:7])[O:6][C:4](=[O:5])[CH2:3][CH2:2]1.[CH3:8][O:9][C:10]1[CH:22]=[CH:21][C:13]([O:14][C:15]2[CH:20]=[CH:19][CH:18]=[CH:17][CH:16]=2)=[CH:12][CH:11]=1.[Cl-].[Al+3].[Cl-].[Cl-]. (2) Given the product [N:28]([C@H:2]1[CH2:11][CH2:10][CH2:9][C:8]2[C:7]([C:12]#[N:13])=[CH:6][CH:5]=[CH:4][C:3]1=2)=[N+:29]=[N-:30], predict the reactants needed to synthesize it. The reactants are: O[C@@H:2]1[CH2:11][CH2:10][CH2:9][C:8]2[C:7]([C:12]#[N:13])=[CH:6][CH:5]=[CH:4][C:3]1=2.C1C=CC(P([N:28]=[N+:29]=[N-:30])(C2C=CC=CC=2)=O)=CC=1.C1CCN2C(=NCCC2)CC1. (3) Given the product [CH3:12][O:13][C:14](=[O:42])[C:15]1[CH:20]=[CH:19][CH:18]=[C:17]([CH2:21][N:22]2[C:27](=[O:28])[CH:26]=[CH:25][C:24]([C:29]3[CH:34]=[CH:33][CH:32]=[C:31]([CH2:35][CH2:36][N:4]4[C:5]([N+:7]([O-:9])=[O:8])=[CH:6][C:2]([CH3:1])=[N:3]4)[CH:30]=3)=[N:23]2)[CH:16]=1, predict the reactants needed to synthesize it. The reactants are: [CH3:1][C:2]1[CH:6]=[C:5]([N+:7]([O-:9])=[O:8])[NH:4][N:3]=1.[H-].[Na+].[CH3:12][O:13][C:14](=[O:42])[C:15]1[CH:20]=[CH:19][CH:18]=[C:17]([CH2:21][N:22]2[C:27](=[O:28])[CH:26]=[CH:25][C:24]([C:29]3[CH:34]=[CH:33][CH:32]=[C:31]([CH2:35][CH2:36]OS(C)(=O)=O)[CH:30]=3)=[N:23]2)[CH:16]=1. (4) The reactants are: [CH2:1]([OH:4])[CH2:2][OH:3].[O:5]1[CH2:9][CH2:8][CH2:7][CH2:6]1.N1C=C[CH:13]=[CH:12][CH:11]=1.[C:16](Cl)(=[O:23])[C:17]1[CH:22]=[CH:21][CH:20]=[CH:19][CH:18]=1. Given the product [C:9]([O:3][CH2:2][CH2:1][O:4][C:16](=[O:23])[C:17]1[CH:22]=[CH:21][CH:20]=[CH:19][CH:18]=1)(=[O:5])[C:8]1[CH:13]=[CH:12][CH:11]=[CH:6][CH:7]=1, predict the reactants needed to synthesize it. (5) Given the product [NH2:8][CH2:9][C:10]([O:12][CH2:14][CH2:13][NH:19][CH2:20][S:65]([C:60]1[CH:61]=[CH:62][CH:63]=[CH:64][C:59]=1[C:43]1[CH:44]=[C:45]2[C:40](=[CH:41][CH:42]=1)[N:39]=[C:38]([NH2:37])[N:47]=[C:46]2[C:48]([N:50]1[CH2:51][C:52]2[C:57](=[CH:56][CH:55]=[CH:54][CH:53]=2)[CH2:58]1)=[O:49])(=[O:66])=[O:67])=[O:11], predict the reactants needed to synthesize it. The reactants are: C(OC([NH:8][CH2:9][C:10]([OH:12])=[O:11])=O)(C)(C)C.[CH:13]1([N:19]=[C:20]=NC2CCCCC2)CCCC[CH2:14]1.CN(C1C=CC=CN=1)C.[NH2:37][C:38]1[N:47]=[C:46]([C:48]([N:50]2[CH2:58][C:57]3[C:52](=[CH:53][CH:54]=[CH:55][CH:56]=3)[CH2:51]2)=[O:49])[C:45]2[C:40](=[CH:41][CH:42]=[C:43]([C:59]3[CH:64]=[CH:63][CH:62]=[CH:61][C:60]=3[S:65](N(CCO)C)(=[O:67])=[O:66])[CH:44]=2)[N:39]=1. (6) Given the product [C:3]1([C:8]2[CH:9]=[CH:10][CH:11]=[CH:12][CH:13]=2)[CH:4]=[CH:5][CH:6]=[CH:7][C:2]=1[NH:1][C:22](=[O:28])[C:23]([O:25][CH2:26][CH3:27])=[O:24], predict the reactants needed to synthesize it. The reactants are: [NH2:1][C:2]1[CH:7]=[CH:6][CH:5]=[CH:4][C:3]=1[C:8]1[CH:13]=[CH:12][CH:11]=[CH:10][CH:9]=1.C(N(CC)CC)C.Cl[C:22](=[O:28])[C:23]([O:25][CH2:26][CH3:27])=[O:24].